Dataset: Reaction yield outcomes from USPTO patents with 853,638 reactions. Task: Predict the reaction yield, written as a fraction of the theoretical maximum amount of product (1.0 means a 100% yield; for example, 0.34 means a 34% yield). (1) The reactants are C(=O)([O-])[O-].[K+].[K+].[CH3:7][O:8][C:9]1[C:14]([O:15][CH3:16])=[CH:13][CH:12]=[CH:11][C:10]=1[C@H:17]([CH:19]1[CH2:24][CH2:23][N:22]([CH2:25][CH2:26][C:27]2[CH:32]=[CH:31][C:30]([F:33])=[CH:29][CH:28]=2)[CH2:21][CH2:20]1)[OH:18].Cl.[OH-].[Na+]. The catalyst is C(O)(C)C.O.C1(C)C=CC=CC=1.CO. The product is [CH3:7][O:8][C:9]1[C:14]([O:15][CH3:16])=[CH:13][CH:12]=[CH:11][C:10]=1[CH:17]([CH:19]1[CH2:20][CH2:21][N:22]([CH2:25][CH2:26][C:27]2[CH:32]=[CH:31][C:30]([F:33])=[CH:29][CH:28]=2)[CH2:23][CH2:24]1)[OH:18]. The yield is 0.236. (2) The reactants are COC1C=C(OC)C=CC=1C[N:6](CC1C=CC(OC)=CC=1OC)[C:7]([C:9]1[N:10]=[CH:11][C:12]([O:15][C:16]2[C:17]3[C:21]([CH:22]=[C:23]([C:25]([NH:27][C:28]4[CH:33]=[CH:32][C:31]([CH3:34])=[CH:30][N:29]=4)=[O:26])[CH:24]=2)=[N:20][N:19]([CH2:35][CH3:36])[CH:18]=3)=[N:13][CH:14]=1)=[O:8].C([SiH](CC)CC)C.FC(F)(F)C(O)=O. The catalyst is ClCCl. The product is [C:7]([C:9]1[N:10]=[CH:11][C:12]([O:15][C:16]2[C:17]3[C:21]([CH:22]=[C:23]([C:25]([NH:27][C:28]4[CH:33]=[CH:32][C:31]([CH3:34])=[CH:30][N:29]=4)=[O:26])[CH:24]=2)=[N:20][N:19]([CH2:35][CH3:36])[CH:18]=3)=[N:13][CH:14]=1)(=[O:8])[NH2:6]. The yield is 0.340. (3) The reactants are [Cl:1][C:2]1[S:6][N:5]=[C:4]([NH2:7])[N:3]=1.[O:8](C(OC(C)(C)C)=O)[C:9]([O:11][C:12]([CH3:15])([CH3:14])[CH3:13])=O.CN(C=O)C.[H-].[Na+]. The catalyst is [NH4+].[Cl-].O.CCOC(C)=O. The product is [Cl:1][C:2]1[S:6][N:5]=[C:4]([NH:7][C:9](=[O:8])[O:11][C:12]([CH3:15])([CH3:14])[CH3:13])[N:3]=1. The yield is 0.540. (4) The product is [C:41]([C:40]([C:37]1[CH:38]=[CH:39][C:34]([CH2:33][NH:32][C:11](=[O:13])[CH2:10][N:7]2[C:6]3[C:14]([F:15])=[C:2]([F:1])[CH:3]=[CH:4][C:5]=3[N:9]=[CH:8]2)=[C:35]([CH3:45])[CH:36]=1)([CH3:44])[CH3:43])#[N:42]. The reactants are [F:1][C:2]1[CH:3]=[CH:4][C:5]2[N:9]=[CH:8][N:7]([CH2:10][C:11]([OH:13])=O)[C:6]=2[C:14]=1[F:15].CCN(C(C)C)C(C)C.C(Cl)(=O)C(C)(C)C.[NH2:32][CH2:33][C:34]1[CH:39]=[CH:38][C:37]([C:40]([CH3:44])([CH3:43])[C:41]#[N:42])=[CH:36][C:35]=1[CH3:45]. The catalyst is C(Cl)Cl. The yield is 0.350. (5) The reactants are Br[C:2](Br)=[CH:3][C:4]1(C=O)[CH:13]=[CH:12][C:11]2[CH2:10][N:9]([CH:14]3[CH2:16][CH2:15]3)[CH2:8][C:7]([CH3:18])([CH3:17])[C:6]=2[CH2:5]1.C([Li])CCC. The catalyst is O1CCCC1. The product is [CH:14]1([N:9]2[CH2:8][C:7]([CH3:17])([CH3:18])[C:6]3[C:11](=[CH:12][CH:13]=[C:4]([C:3]#[CH:2])[CH:5]=3)[CH2:10]2)[CH2:16][CH2:15]1. The yield is 0.940. (6) The reactants are [CH3:1][C:2]1[C:10]([C:11]2[S:12][C:13]([C:24]([O:26][CH3:27])=[O:25])=[C:14](OS(C(F)(F)F)(=O)=O)[N:15]=2)=[C:5]2[CH:6]=[CH:7][CH:8]=[CH:9][N:4]2[N:3]=1.[CH3:28][C:29]1(C)[C:33](C)(C)OB(CC=C)O1.C(=O)([O-])[O-].[Cs+].[Cs+].COCCOC. The catalyst is O. The product is [CH3:1][C:2]1[C:10]([C:11]2[S:12][C:13]([C:24]([O:26][CH3:27])=[O:25])=[C:14]([CH2:33][CH:29]=[CH2:28])[N:15]=2)=[C:5]2[CH:6]=[CH:7][CH:8]=[CH:9][N:4]2[N:3]=1. The yield is 0.730. (7) The reactants are [N:1]1([C:5]2[CH:10]=[CH:9][N:8]=[C:7]([NH2:11])[CH:6]=2)[CH2:4][CH2:3][CH2:2]1.Br[CH2:13][C:14]([C:16]1[CH:21]=[CH:20][C:19]([CH3:22])=[CH:18][CH:17]=1)=O. No catalyst specified. The product is [N:1]1([C:5]2[CH:10]=[CH:9][N:8]3[CH:13]=[C:14]([C:16]4[CH:21]=[CH:20][C:19]([CH3:22])=[CH:18][CH:17]=4)[N:11]=[C:7]3[CH:6]=2)[CH2:4][CH2:3][CH2:2]1. The yield is 0.650. (8) The reactants are [Cl:1][C:2]1[C:11]2[C:6](=[CH:7][C:8]([O:12][CH3:13])=[CH:9][CH:10]=2)[N:5]=[C:4]([NH2:14])[CH:3]=1.[NH:15]1[CH2:19][CH2:18][CH2:17][CH2:16]1. The catalyst is C(O)(C)C. The product is [ClH:1].[CH3:13][O:12][C:8]1[CH:7]=[C:6]2[C:11]([C:2]([N:15]3[CH2:19][CH2:18][CH2:17][CH2:16]3)=[CH:3][C:4]([NH2:14])=[N:5]2)=[CH:10][CH:9]=1. The yield is 0.210. (9) The reactants are [CH2:1]([O:3][C:4](=[O:38])[CH2:5][CH2:6][CH2:7][O:8][C:9]1[CH:14]=[CH:13][CH:12]=[C:11]([CH2:15][CH2:16][CH2:17][CH2:18][CH2:19][CH2:20][O:21][C:22]2[CH:27]=[C:26]([CH2:28][OH:29])[CH:25]=[C:24]([Br:30])[CH:23]=2)[C:10]=1[CH2:31][CH2:32][C:33]([O:35][CH2:36][CH3:37])=[O:34])[CH3:2].[H-].[Na+].I[CH3:42]. The catalyst is CN(C=O)C. The product is [CH2:1]([O:3][C:4](=[O:38])[CH2:5][CH2:6][CH2:7][O:8][C:9]1[CH:14]=[CH:13][CH:12]=[C:11]([CH2:15][CH2:16][CH2:17][CH2:18][CH2:19][CH2:20][O:21][C:22]2[CH:27]=[C:26]([CH2:28][O:29][CH3:42])[CH:25]=[C:24]([Br:30])[CH:23]=2)[C:10]=1[CH2:31][CH2:32][C:33]([O:35][CH2:36][CH3:37])=[O:34])[CH3:2]. The yield is 0.810.